From a dataset of Reaction yield outcomes from USPTO patents with 853,638 reactions. Predict the reaction yield, written as a fraction of the theoretical maximum amount of product (1.0 means a 100% yield; for example, 0.34 means a 34% yield). (1) The reactants are [C:1]([O:5][C:6]([N:8]1[CH2:13][CH:12]([C:14]([NH:16][C@:17]2([C:22]([OH:24])=O)[CH2:19][C@H:18]2[CH:20]=[CH2:21])=[O:15])[C:11]2=[N:25][NH:26][CH:27]=[C:10]2[CH2:9]1)=[O:7])([CH3:4])([CH3:3])[CH3:2].C1N=CN(C(N2C=NC=C2)=O)C=1.[CH:40]1([S:43]([NH2:46])(=[O:45])=[O:44])[CH2:42][CH2:41]1.C1CCN2C(=NCCC2)CC1. The catalyst is ClCCCl. The product is [CH:40]1([S:43]([NH:46][C:22]([C@@:17]2([NH:16][C:14]([CH:12]3[CH2:13][N:8]([C:6]([O:5][C:1]([CH3:3])([CH3:4])[CH3:2])=[O:7])[CH2:9][C:10]4=[CH:27][NH:26][N:25]=[C:11]34)=[O:15])[CH2:19][C@H:18]2[CH:20]=[CH2:21])=[O:24])(=[O:45])=[O:44])[CH2:42][CH2:41]1. The yield is 0.500. (2) The reactants are [C:1]([C:3]1[CH:8]=[CH:7][C:6]([CH2:9][OH:10])=[CH:5][CH:4]=1)#[N:2].[H-].[Na+].Br[CH2:14][C:15]([O:17][CH3:18])=[O:16].[Cl-].[NH4+]. The catalyst is O1CCCC1. The product is [C:1]([C:3]1[CH:8]=[CH:7][C:6]([CH2:9][O:10][CH2:14][C:15]([O:17][CH3:18])=[O:16])=[CH:5][CH:4]=1)#[N:2]. The yield is 0.570. (3) The reactants are [NH2:1][C:2]1[C:3]([NH:28][CH:29]2[CH2:34][CH2:33][N:32]([C:35]([O:37][C:38]([CH3:41])([CH3:40])[CH3:39])=[O:36])[CH2:31][CH2:30]2)=[N:4][C:5]([N:14]2[C:18]3[CH:19]=[CH:20][CH:21]=[C:22]([O:23][CH3:24])[C:17]=3[N:16]=[C:15]2[CH:25]([F:27])[F:26])=[N:6][C:7]=1[N:8]1[CH2:13][CH2:12][O:11][CH2:10][CH2:9]1.[CH3:42]OC(OC)OC.O. No catalyst specified. The product is [F:27][CH:25]([F:26])[C:15]1[N:14]([C:5]2[N:4]=[C:3]3[C:2]([N:1]=[CH:42][N:28]3[CH:29]3[CH2:34][CH2:33][N:32]([C:35]([O:37][C:38]([CH3:41])([CH3:40])[CH3:39])=[O:36])[CH2:31][CH2:30]3)=[C:7]([N:8]3[CH2:9][CH2:10][O:11][CH2:12][CH2:13]3)[N:6]=2)[C:18]2[CH:19]=[CH:20][CH:21]=[C:22]([O:23][CH3:24])[C:17]=2[N:16]=1. The yield is 0.760. (4) The product is [C:10]([O:14][C:15](=[O:16])[NH:1][C:2]1[CH:7]=[C:6]([CH3:8])[CH:5]=[CH:4][C:3]=1[OH:9])([CH3:13])([CH3:12])[CH3:11]. The reactants are [NH2:1][C:2]1[CH:7]=[C:6]([CH3:8])[CH:5]=[CH:4][C:3]=1[OH:9].[C:10]([O:14][C:15](=O)[O:16]C(C)(C)C)([CH3:13])([CH3:12])[CH3:11].C(=O)(O)[O-].[Na+]. The catalyst is O1CCOCC1.C(OCC)(=O)C. The yield is 0.950. (5) The reactants are [Cl:1][C:2]1[CH:10]=[CH:9][C:5]([C:6](Cl)=[O:7])=[CH:4][CH:3]=1.[Cl:11][C:12]1[CH:18]=[CH:17][C:15]([NH2:16])=[C:14]([CH3:19])[CH:13]=1.C(N(CC)CC)C.O. The catalyst is ClCCl. The product is [Cl:1][C:2]1[CH:10]=[CH:9][C:5]([C:6]([NH:16][C:15]2[CH:17]=[CH:18][C:12]([Cl:11])=[CH:13][C:14]=2[CH3:19])=[O:7])=[CH:4][CH:3]=1. The yield is 0.920. (6) The reactants are [NH2:1][C:2]1[CH:10]=[C:9]([F:11])[CH:8]=[CH:7][C:3]=1[C:4](O)=[O:5].C(O)(=O)C.[CH:16](N)=[NH:17]. The catalyst is COCCO. The product is [F:11][C:9]1[CH:10]=[C:2]2[C:3]([C:4](=[O:5])[NH:17][CH:16]=[N:1]2)=[CH:7][CH:8]=1. The yield is 0.650. (7) The reactants are [NH2:1][C:2]1[N:7]=[CH:6][N:5]=[C:4]2[N:8]([CH:20]([C:22]3[O:23][C:24]4[C:29]([C:30](=[O:39])[C:31]=3[C:32]3[CH:37]=[CH:36][CH:35]=[C:34]([F:38])[CH:33]=3)=[CH:28][CH:27]=[CH:26][CH:25]=4)[CH3:21])[N:9]=[C:10]([C:11]3[CH:16]=[CH:15][C:14]([Cl:17])=[C:13]([O:18]C)[CH:12]=3)[C:3]=12. The catalyst is ClCCl.B(Br)(Br)Br. The product is [NH2:1][C:2]1[N:7]=[CH:6][N:5]=[C:4]2[N:8]([CH:20]([C:22]3[O:23][C:24]4[C:29]([C:30](=[O:39])[C:31]=3[C:32]3[CH:37]=[CH:36][CH:35]=[C:34]([F:38])[CH:33]=3)=[CH:28][CH:27]=[CH:26][CH:25]=4)[CH3:21])[N:9]=[C:10]([C:11]3[CH:16]=[CH:15][C:14]([Cl:17])=[C:13]([OH:18])[CH:12]=3)[C:3]=12. The yield is 0.860.